This data is from TCR-epitope binding with 47,182 pairs between 192 epitopes and 23,139 TCRs. The task is: Binary Classification. Given a T-cell receptor sequence (or CDR3 region) and an epitope sequence, predict whether binding occurs between them. The epitope is TAFTIPSI. The TCR CDR3 sequence is CASIRGREGHNEQFF. Result: 0 (the TCR does not bind to the epitope).